Dataset: NCI-60 drug combinations with 297,098 pairs across 59 cell lines. Task: Regression. Given two drug SMILES strings and cell line genomic features, predict the synergy score measuring deviation from expected non-interaction effect. (1) Drug 1: CN(C)C1=NC(=NC(=N1)N(C)C)N(C)C. Drug 2: CN(CC1=CN=C2C(=N1)C(=NC(=N2)N)N)C3=CC=C(C=C3)C(=O)NC(CCC(=O)O)C(=O)O. Cell line: HL-60(TB). Synergy scores: CSS=56.8, Synergy_ZIP=1.15, Synergy_Bliss=-2.80, Synergy_Loewe=-28.6, Synergy_HSA=-4.54. (2) Drug 1: CC1=C(N=C(N=C1N)C(CC(=O)N)NCC(C(=O)N)N)C(=O)NC(C(C2=CN=CN2)OC3C(C(C(C(O3)CO)O)O)OC4C(C(C(C(O4)CO)O)OC(=O)N)O)C(=O)NC(C)C(C(C)C(=O)NC(C(C)O)C(=O)NCCC5=NC(=CS5)C6=NC(=CS6)C(=O)NCCC[S+](C)C)O. Drug 2: CCC1(CC2CC(C3=C(CCN(C2)C1)C4=CC=CC=C4N3)(C5=C(C=C6C(=C5)C78CCN9C7C(C=CC9)(C(C(C8N6C)(C(=O)OC)O)OC(=O)C)CC)OC)C(=O)OC)O.OS(=O)(=O)O. Cell line: NCIH23. Synergy scores: CSS=34.0, Synergy_ZIP=0.597, Synergy_Bliss=-1.45, Synergy_Loewe=-3.96, Synergy_HSA=-1.82. (3) Drug 1: CC12CCC3C(C1CCC2=O)CC(=C)C4=CC(=O)C=CC34C. Drug 2: CN(C)N=NC1=C(NC=N1)C(=O)N. Cell line: UO-31. Synergy scores: CSS=38.8, Synergy_ZIP=1.18, Synergy_Bliss=-0.299, Synergy_Loewe=2.38, Synergy_HSA=2.53. (4) Drug 1: CN1C(=O)N2C=NC(=C2N=N1)C(=O)N. Drug 2: CC12CCC3C(C1CCC2OP(=O)(O)O)CCC4=C3C=CC(=C4)OC(=O)N(CCCl)CCCl.[Na+]. Cell line: IGROV1. Synergy scores: CSS=7.50, Synergy_ZIP=-4.59, Synergy_Bliss=-5.41, Synergy_Loewe=-7.94, Synergy_HSA=-7.86.